From a dataset of Forward reaction prediction with 1.9M reactions from USPTO patents (1976-2016). Predict the product of the given reaction. (1) Given the reactants Cl.[I:2][C:3]1[CH:4]=[C:5]2[C:10](=[CH:11][CH:12]=1)[N:9]=[CH:8][C:7]([C:13]([NH2:15])=[O:14])=[C:6]2[NH:16][C:17]1[CH:22]=[CH:21][CH:20]=[C:19]([O:23][CH3:24])[CH:18]=1.[C:25]([O:29][C:30](O[C:30]([O:29][C:25]([CH3:28])([CH3:27])[CH3:26])=[O:31])=[O:31])([CH3:28])([CH3:27])[CH3:26], predict the reaction product. The product is: [I:2][C:3]1[CH:4]=[C:5]2[C:10](=[CH:11][CH:12]=1)[N:9]=[CH:8][C:7]([C:13]([NH:15][C:30](=[O:31])[O:29][C:25]([CH3:28])([CH3:27])[CH3:26])=[O:14])=[C:6]2[NH:16][C:17]1[CH:22]=[CH:21][CH:20]=[C:19]([O:23][CH3:24])[CH:18]=1. (2) Given the reactants C([N-]C(C)C)(C)C.[Li+].[CH2:9]([N:16]1[CH:22]([CH3:23])[CH2:21][CH2:20][CH2:19][CH2:18][C:17]1=[O:24])[C:10]1[CH:15]=[CH:14][CH:13]=[CH:12][CH:11]=1.CN(P(N(C)C)(N(C)C)=O)C.C([C:38]([O:40][CH3:41])=[O:39])#N, predict the reaction product. The product is: [CH2:9]([N:16]1[CH:22]([CH3:23])[CH2:21][CH2:20][CH2:19][CH:18]([C:38]([O:40][CH3:41])=[O:39])[C:17]1=[O:24])[C:10]1[CH:15]=[CH:14][CH:13]=[CH:12][CH:11]=1. (3) Given the reactants [C:1]([C:4]1[CH:14]=[C:13]([O:15][C:16]2[CH:17]=[CH:18][C:19]([C:22]([OH:24])=O)=[N:20][CH:21]=2)[C:7]2[CH2:8][C:9]([CH3:12])([CH3:11])[O:10][C:6]=2[CH:5]=1)(O)=[O:2].[NH2:25][C:26]1[CH:30]=[CH:29][N:28]([CH3:31])[N:27]=1, predict the reaction product. The product is: [CH3:31][N:28]1[CH:29]=[CH:30][C:26]([NH:25][C:22]([C:19]2[CH:18]=[CH:17][C:16]([O:15][C:13]3[C:7]4[CH2:8][C:9]([CH3:12])([CH3:11])[O:10][C:6]=4[CH:5]=[C:4]([C:1](=[O:2])[NH:25][C:26]4[CH:30]=[CH:29][N:28]([CH3:31])[N:27]=4)[CH:14]=3)=[CH:21][N:20]=2)=[O:24])=[N:27]1. (4) Given the reactants Cl.[F:2][C:3]1([F:9])[CH2:8][CH2:7][NH:6][CH2:5][CH2:4]1.Br[CH2:11][CH2:12][NH:13][C:14](=[O:20])[O:15][C:16]([CH3:19])([CH3:18])[CH3:17].C(N(CC)C(C)C)(C)C, predict the reaction product. The product is: [C:16]([O:15][C:14](=[O:20])[NH:13][CH2:12][CH2:11][N:6]1[CH2:7][CH2:8][C:3]([F:9])([F:2])[CH2:4][CH2:5]1)([CH3:19])([CH3:18])[CH3:17]. (5) Given the reactants [CH3:1][C:2]([C:11]1[CH:12]=[CH:13][C:14]([OH:17])=[CH:15][CH:16]=1)([C:4]1[CH:5]=[CH:6][C:7]([OH:10])=[CH:8][CH:9]=1)[CH3:3].C(C1C=CC(O)=CC=1)(C1C=CC=CC=1)(C)C.C(Cl)(Cl)=O.[OH-].[Na+].[SiH2:40]([C:49]1[CH:54]=[CH:53][CH:52]=[CH:51][C:50]=1[OH:55])[O:41][C:42]1[CH:47]=[CH:46][CH:45]=[CH:44][C:43]=1[OH:48].[C:56]1([O:66][CH3:67])[C:57](=[CH:59][CH:60]=[C:61]([CH:65]=1)[CH2:62][CH:63]=[CH2:64])[OH:58], predict the reaction product. The product is: [CH3:3][C:2]([C:4]1[CH:5]=[CH:6][C:7]([OH:10])=[CH:8][CH:9]=1)([C:11]1[CH:12]=[CH:13][C:14]([OH:17])=[CH:15][CH:16]=1)[CH3:1].[SiH2:40]([C:49]1[CH:54]=[CH:53][CH:52]=[CH:51][C:50]=1[OH:55])[O:41][C:42]1[CH:47]=[CH:46][CH:45]=[CH:44][C:43]=1[OH:48].[C:56]1([O:66][CH3:67])[C:57](=[CH:59][CH:60]=[C:61]([CH:65]=1)[CH2:62][CH:63]=[CH2:64])[OH:58]. (6) Given the reactants [CH3:1][O:2][C:3](=[O:15])[CH2:4][C:5]1[CH:10]=[CH:9][C:8]([O:11][CH3:12])=[C:7]([O:13][CH3:14])[CH:6]=1.COC1C=[C:20]([CH2:26][C:27]#N)C=CC=1OC.S(O[CH2:36][CH3:37])(OCC)(=O)=O.[Br:38]C(C)C, predict the reaction product. The product is: [Br:38][CH2:27][CH2:26][CH2:20][C:4]([C:5]1[CH:10]=[CH:9][C:8]([O:11][CH3:12])=[C:7]([O:13][CH3:14])[CH:6]=1)([CH2:36][CH3:37])[C:3]([O:2][CH3:1])=[O:15]. (7) Given the reactants Br[C:2]1[CH:3]=[C:4]2[C:8](=[CH:9][CH:10]=1)[NH:7][C:6]([C:11]1[CH:16]=[CH:15][C:14]([Cl:17])=[CH:13][CH:12]=1)=[CH:5]2.[C:18]1(B(O)O)[CH:23]=[CH:22][CH:21]=[CH:20][CH:19]=1.O, predict the reaction product. The product is: [Cl:17][C:14]1[CH:15]=[CH:16][C:11]([C:6]2[NH:7][C:8]3[C:4]([CH:5]=2)=[CH:3][C:2]([C:18]2[CH:23]=[CH:22][CH:21]=[CH:20][CH:19]=2)=[CH:10][CH:9]=3)=[CH:12][CH:13]=1. (8) Given the reactants [F:1][C:2]([F:25])([F:24])[C:3]([C:9]1[CH:14]=[CH:13][C:12](/[CH:15]=[C:16](\[F:23])/[C:17]2[CH:21]=[C:20]([CH3:22])[NH:19][N:18]=2)=[CH:11][CH:10]=1)([OH:8])[C:4]([F:7])([F:6])[F:5].[Cl:26][C:27]1[CH:32]=[CH:31][C:30]([CH2:33]Cl)=[CH:29][N:28]=1, predict the reaction product. The product is: [Cl:26][C:27]1[N:28]=[CH:29][C:30]([CH2:33][N:19]2[C:20]([CH3:22])=[CH:21][C:17](/[C:16](/[F:23])=[CH:15]/[C:12]3[CH:11]=[CH:10][C:9]([C:3]([OH:8])([C:4]([F:7])([F:6])[F:5])[C:2]([F:24])([F:1])[F:25])=[CH:14][CH:13]=3)=[N:18]2)=[CH:31][CH:32]=1. (9) Given the reactants [C:1]([O:10]C)(=O)[C:2]1[C:3](=[CH:5][CH:6]=[CH:7][CH:8]=1)[SH:4].[C:12]([C:14]1[CH:23]=[CH:22][C:17]([C:18]([O:20][CH3:21])=[O:19])=[CH:16][N:15]=1)#[N:13].C(N(CC)CC)C, predict the reaction product. The product is: [O:10]=[C:1]1[C:2]2[CH:8]=[CH:7][CH:6]=[CH:5][C:3]=2[S:4][C:12]([C:14]2[CH:23]=[CH:22][C:17]([C:18]([O:20][CH3:21])=[O:19])=[CH:16][N:15]=2)=[N:13]1. (10) Given the reactants [H-].C([Al+]CC(C)C)C(C)C.[F:11][C:12]1[CH:20]=[C:19]2[C:15]([CH:16]=[C:17]([C:28](OCC)=[O:29])[N:18]2[C:21]([O:23][C:24]([CH3:27])([CH3:26])[CH3:25])=[O:22])=[CH:14][CH:13]=1.O.O.O.O.O.O.O.O.O.O.S([O-])([O-])(=O)=O.[Na+].[Na+].S([O-])([O-])(=O)=O.[Mg+2], predict the reaction product. The product is: [F:11][C:12]1[CH:20]=[C:19]2[C:15]([CH:16]=[C:17]([CH2:28][OH:29])[N:18]2[C:21]([O:23][C:24]([CH3:25])([CH3:27])[CH3:26])=[O:22])=[CH:14][CH:13]=1.